Dataset: Catalyst prediction with 721,799 reactions and 888 catalyst types from USPTO. Task: Predict which catalyst facilitates the given reaction. (1) Reactant: Br[CH2:2][CH2:3][CH:4]1[O:8][CH2:7][CH2:6][O:5]1.[CH:9]1([C:18]#[N:19])[C:17]2[C:12](=[CH:13][CH:14]=[CH:15][CH:16]=2)[CH2:11][CH2:10]1.[Li+].C[Si]([N-][Si](C)(C)C)(C)C. Product: [O:5]1[CH2:6][CH2:7][O:8][CH:4]1[CH2:3][CH2:2][C:9]1([C:18]#[N:19])[C:17]2[C:12](=[CH:13][CH:14]=[CH:15][CH:16]=2)[CH2:11][CH2:10]1. The catalyst class is: 1. (2) Reactant: [CH3:1][O:2][C:3]1[C:12]([N:13]([CH3:34])[C:14]([N:16]2[CH2:21][CH2:20][N:19]([C:22]3[CH:27]=[C:26]([N+:28]([O-])=O)[CH:25]=[C:24]([N+:31]([O-])=O)[CH:23]=3)[CH2:18][CH2:17]2)=[O:15])=[N:11][C:10]2[C:5](=[CH:6][CH:7]=[CH:8][CH:9]=2)[N:4]=1. Product: [CH3:1][O:2][C:3]1[C:12]([N:13]([CH3:34])[C:14]([N:16]2[CH2:21][CH2:20][N:19]([C:22]3[CH:27]=[C:26]([NH2:28])[CH:25]=[C:24]([NH2:31])[CH:23]=3)[CH2:18][CH2:17]2)=[O:15])=[N:11][C:10]2[C:5](=[CH:6][CH:7]=[CH:8][CH:9]=2)[N:4]=1. The catalyst class is: 29. (3) Reactant: C([O:3][C:4]([C:6]1[N:7]=[CH:8][N:9]([C:11]2[CH:12]=[C:13]([C:17]3[CH:22]=[CH:21][CH:20]=[CH:19][C:18]=3[Cl:23])[CH:14]=[CH:15][CH:16]=2)[CH:10]=1)=[O:5])C.[OH-].[K+]. Product: [Cl:23][C:18]1[CH:19]=[CH:20][CH:21]=[CH:22][C:17]=1[C:13]1[CH:14]=[CH:15][CH:16]=[C:11]([N:9]2[CH:10]=[C:6]([C:4]([OH:5])=[O:3])[N:7]=[CH:8]2)[CH:12]=1. The catalyst class is: 8. (4) The catalyst class is: 8. Reactant: [Cl:1][C:2]1[CH:9]=[CH:8][C:5]([C:6]#[N:7])=[C:4]([O:10][CH:11]([C:23]2[CH:27]=[CH:26][S:25][CH:24]=2)[CH2:12][CH2:13][CH2:14][O:15][Si](C(C)(C)C)(C)C)[CH:3]=1.C1(C)C=CC(S([O-])(=O)=O)=CC=1.[NH+]1C=CC=CC=1. Product: [Cl:1][C:2]1[CH:9]=[CH:8][C:5]([C:6]#[N:7])=[C:4]([O:10][CH:11]([C:23]2[CH:27]=[CH:26][S:25][CH:24]=2)[CH2:12][CH2:13][CH2:14][OH:15])[CH:3]=1. (5) Reactant: Cl[C:2]1[CH:7]=[CH:6][N:5]=[C:4]([NH2:8])[CH:3]=1.[NH:9]1[CH2:12][CH2:11][CH2:10]1.C(=O)([O-])[O-].[Cs+].[Cs+]. Product: [N:9]1([C:2]2[CH:7]=[CH:6][N:5]=[C:4]([NH2:8])[CH:3]=2)[CH2:12][CH2:11][CH2:10]1. The catalyst class is: 60. (6) Reactant: [F:1][C:2]1[CH:3]=[C:4]2[C:9](=[CH:10][CH:11]=1)[N:8]=[C:7]([CH3:12])[NH:6][C:5]2=[O:13].[N+:14]([C:17]1[O:21][C:20]([CH:22]=O)=[CH:19][CH:18]=1)([O-:16])=[O:15].S(=O)(=O)(O)O. Product: [F:1][C:2]1[CH:3]=[C:4]2[C:9](=[CH:10][CH:11]=1)[N:8]=[C:7]([CH:12]=[CH:22][C:20]1[O:21][C:17]([N+:14]([O-:16])=[O:15])=[CH:18][CH:19]=1)[NH:6][C:5]2=[O:13]. The catalyst class is: 15. (7) Reactant: CC([O-])(C)C.[K+].C1COCC1.[CH3:12][O:13][CH2:14][CH2:15][O:16][CH2:17][CH2:18][O:19][CH2:20][CH2:21][O:22][CH2:23][CH2:24][OH:25].[CH2:26](Br)[CH:27]=[CH2:28]. Product: [CH3:12][O:13][CH2:14][CH2:15][O:16][CH2:17][CH2:18][O:19][CH2:20][CH2:21][O:22][CH2:23][CH2:24][O:25][CH2:26][CH:27]=[CH2:28]. The catalyst class is: 6.